Dataset: Reaction yield outcomes from USPTO patents with 853,638 reactions. Task: Predict the reaction yield, written as a fraction of the theoretical maximum amount of product (1.0 means a 100% yield; for example, 0.34 means a 34% yield). (1) The reactants are [CH3:1][N:2]([CH2:4][CH:5]1[CH2:10][CH2:9][N:8]([C:11]2[CH:12]=[C:13]([C:24](O)=[O:25])[C:14]3[C:15]([CH3:23])=[CH:16][N:17]([CH:20]([CH3:22])[CH3:21])[C:18]=3[CH:19]=2)[CH2:7][CH2:6]1)[CH3:3].[NH2:27][CH2:28][C:29]1[C:30](=[O:37])[NH:31][C:32]([CH3:36])=[CH:33][C:34]=1[CH3:35].CN1CCOCC1.ON1C2N=CC=CC=2N=N1.C(Cl)CCl. The catalyst is CS(C)=O. The product is [CH3:35][C:34]1[CH:33]=[C:32]([CH3:36])[NH:31][C:30](=[O:37])[C:29]=1[CH2:28][NH:27][C:24]([C:13]1[C:14]2[C:15]([CH3:23])=[CH:16][N:17]([CH:20]([CH3:21])[CH3:22])[C:18]=2[CH:19]=[C:11]([N:8]2[CH2:9][CH2:10][CH:5]([CH2:4][N:2]([CH3:1])[CH3:3])[CH2:6][CH2:7]2)[CH:12]=1)=[O:25]. The yield is 0.550. (2) The reactants are [NH2:1][C:2]1[CH:7]=[CH:6][CH:5]=[CH:4][CH:3]=1.[CH2:8]([O:10][C:11](=[O:19])[C:12](=[CH:15]OCC)[C:13]#[N:14])[CH3:9]. The catalyst is N1C=CC=CC=1. The product is [CH2:8]([O:10][C:11](=[O:19])[C:12](=[CH:15][NH:1][C:2]1[CH:7]=[CH:6][CH:5]=[CH:4][CH:3]=1)[C:13]#[N:14])[CH3:9]. The yield is 0.500. (3) The catalyst is CN(C=O)C.Cl[Cu].Cl[Pd]Cl. The product is [Br:19][C:16]1[CH:17]=[CH:18][C:13]([C@@H:11]([N:7]2[CH2:6][CH2:5][C@@:4]([C:20]3[CH:21]=[CH:22][C:23]([F:26])=[CH:24][CH:25]=3)([CH2:1][C:2](=[O:27])[CH3:3])[O:9][C:8]2=[O:10])[CH3:12])=[CH:14][CH:15]=1. The yield is 0.920. The reactants are [CH2:1]([C@@:4]1([C:20]2[CH:25]=[CH:24][C:23]([F:26])=[CH:22][CH:21]=2)[O:9][C:8](=[O:10])[N:7]([C@H:11]([C:13]2[CH:18]=[CH:17][C:16]([Br:19])=[CH:15][CH:14]=2)[CH3:12])[CH2:6][CH2:5]1)[CH:2]=[CH2:3].[OH2:27].O=O. (4) The reactants are [NH2:1][C:2]1[CH:3]=[C:4]2[C:20](=[O:21])[NH:19][N:18]=[CH:17][C:6]3=[C:7]([C:11]4[CH:16]=[CH:15][CH:14]=[CH:13][CH:12]=4)[NH:8][C:9]([CH:10]=1)=[C:5]23.[CH2:22]([N:24]([CH2:27]C)[CH2:25][CH3:26])C.F[P-](F)(F)(F)(F)F.N1([O:45][C:46](N(C)C)=[N+](C)C)C2N=CC=CC=2N=N1.Cl.[CH2:54](Cl)Cl. The catalyst is CN(C)C=O.CO. The product is [CH3:27][N:24]([CH3:22])[CH2:25][CH2:26][CH2:54][C:46]([NH:1][C:2]1[CH:3]=[C:4]2[C:20](=[O:21])[NH:19][N:18]=[CH:17][C:6]3=[C:7]([C:11]4[CH:12]=[CH:13][CH:14]=[CH:15][CH:16]=4)[NH:8][C:9]([CH:10]=1)=[C:5]23)=[O:45]. The yield is 0.490. (5) The reactants are [NH2:1][C:2]1[CH:6]=[C:5]([C:7]([CH3:10])([CH3:9])[CH3:8])[S:4][C:3]=1[C:11]([NH2:13])=[O:12].Cl.[C:15]([C:17]([O:19][CH2:20][CH3:21])=[O:18])#N. The catalyst is C(O)(=O)C.O.C([O-])(O)=O.[Na+]. The product is [C:7]([C:5]1[S:4][C:3]2[C:11](=[O:12])[NH:13][C:15]([C:17]([O:19][CH2:20][CH3:21])=[O:18])=[N:1][C:2]=2[CH:6]=1)([CH3:10])([CH3:8])[CH3:9]. The yield is 0.940. (6) The reactants are [CH2:1]([O:3][C:4](=[O:24])[CH2:5][CH2:6][C@@H:7]1[CH2:11][C@@H:10](OS(C)(=O)=O)[CH2:9][N:8]1[C:17]([O:19][C:20]([CH3:23])([CH3:22])[CH3:21])=[O:18])[CH3:2].[N-:25]=[N+:26]=[N-:27].[Na+]. The catalyst is CN(C)C=O.C(OCC)(=O)C. The product is [N:25]([C@@H:10]1[CH2:9][N:8]([C:17]([O:19][C:20]([CH3:23])([CH3:22])[CH3:21])=[O:18])[C@H:7]([CH2:6][CH2:5][C:4]([O:3][CH2:1][CH3:2])=[O:24])[CH2:11]1)=[N+:26]=[N-:27]. The yield is 1.00.